This data is from Full USPTO retrosynthesis dataset with 1.9M reactions from patents (1976-2016). The task is: Predict the reactants needed to synthesize the given product. (1) Given the product [CH3:30][O:31][C:32]1[N:33]=[CH:34][C:35]([O:1][C:2]2[CH:3]=[C:4]([C:8]3[C:17]4[C:12](=[C:13]([C:18]([F:21])([F:19])[F:20])[CH:14]=[CH:15][CH:16]=4)[N:11]=[CH:10][C:9]=3[C:22]([C:24]3[CH:25]=[CH:26][CH:27]=[CH:28][CH:29]=3)=[O:23])[CH:5]=[CH:6][CH:7]=2)=[CH:36][CH:37]=1, predict the reactants needed to synthesize it. The reactants are: [OH:1][C:2]1[CH:3]=[C:4]([C:8]2[C:17]3[C:12](=[C:13]([C:18]([F:21])([F:20])[F:19])[CH:14]=[CH:15][CH:16]=3)[N:11]=[CH:10][C:9]=2[C:22]([C:24]2[CH:29]=[CH:28][CH:27]=[CH:26][CH:25]=2)=[O:23])[CH:5]=[CH:6][CH:7]=1.[CH3:30][O:31][C:32]1[CH:37]=[CH:36][C:35](B(O)O)=[CH:34][N:33]=1. (2) Given the product [Br:1][C:2]1[CH:3]=[C:4]([CH:7]=[CH:8][C:9]=1[O:10][CH:20]([CH3:22])[CH3:21])[CH:5]=[O:6], predict the reactants needed to synthesize it. The reactants are: [Br:1][C:2]1[CH:3]=[C:4]([CH:7]=[CH:8][C:9]=1[OH:10])[CH:5]=[O:6].C(=O)([O-])[O-].[K+].[K+].[I-].[K+].Br[CH:20]([CH3:22])[CH3:21]. (3) Given the product [CH:3]1[C:4]2[NH:5][C:6]3[C:11](=[CH:10][CH:9]=[CH:8][CH:7]=3)[C:12]=2[CH:13]=[CH:14][C:2]=1[C:20]1[CH:21]=[CH:22][C:17]([CH:15]=[O:16])=[CH:18][CH:19]=1, predict the reactants needed to synthesize it. The reactants are: Br[C:2]1[CH:14]=[CH:13][C:12]2[C:11]3[C:6](=[CH:7][CH:8]=[CH:9][CH:10]=3)[NH:5][C:4]=2[CH:3]=1.[CH:15]([C:17]1[CH:22]=[CH:21][C:20](B(O)O)=[CH:19][CH:18]=1)=[O:16].C(=O)([O-])[O-].[K+].[K+]. (4) The reactants are: [CH:1]1([CH2:7][N:8]2[C:16]3[C:11](=[CH:12][CH:13]=[CH:14][C:15]=3[O:17][CH3:18])[C:10]([C:19]([OH:21])=O)=[CH:9]2)[CH2:6][CH2:5][CH2:4][CH2:3][CH2:2]1.C(Cl)(=O)C([Cl:25])=O. Given the product [CH:1]1([CH2:7][N:8]2[C:16]3[C:11](=[CH:12][CH:13]=[CH:14][C:15]=3[O:17][CH3:18])[C:10]([C:19]([Cl:25])=[O:21])=[CH:9]2)[CH2:6][CH2:5][CH2:4][CH2:3][CH2:2]1, predict the reactants needed to synthesize it. (5) Given the product [CH2:1]([O:8][C:9]1[CH:10]=[C:11]2[C:16](=[CH:17][CH:18]=1)[C:15](=[O:19])[N:14]([CH2:20][CH:21]([CH3:23])[CH3:22])[C:13]([C:24]([OH:26])=[O:25])=[C:12]2[C:31]1[CH:32]=[CH:33][CH:34]=[CH:35][CH:36]=1)[C:2]1[CH:3]=[CH:4][CH:5]=[CH:6][CH:7]=1, predict the reactants needed to synthesize it. The reactants are: [CH2:1]([O:8][C:9]1[CH:10]=[C:11]2[C:16](=[CH:17][CH:18]=1)[C:15](=[O:19])[N:14]([CH2:20][CH:21]([CH3:23])[CH3:22])[C:13]([C:24]([O:26]C(C)(C)C)=[O:25])=[C:12]2[C:31]1[CH:36]=[CH:35][CH:34]=[CH:33][CH:32]=1)[C:2]1[CH:7]=[CH:6][CH:5]=[CH:4][CH:3]=1. (6) Given the product [CH3:1][C:2]1[N:7]=[C:6]([NH:8][S:9]([C:12]2[CH:17]=[CH:16][C:15]([C:18]3[CH:23]=[CH:22][C:21]([O:53][CH2:54][CH2:55][NH2:61])=[CH:20][CH:19]=3)=[CH:14][CH:13]=2)(=[O:11])=[O:10])[CH:5]=[CH:4][CH:3]=1, predict the reactants needed to synthesize it. The reactants are: [CH3:1][C:2]1[N:7]=[C:6]([NH:8][S:9]([C:12]2(O)[CH:17]=[CH:16][C:15]([C:18]3[CH:23]=[CH:22][CH:21]=[CH:20][CH:19]=3)=[CH:14][CH2:13]2)(=[O:11])=[O:10])[CH:5]=[CH:4][CH:3]=1.C1(P(C2C=CC=CC=2)C2C=CC=CC=2)C=CC=CC=1.CCOC(/N=N/C([O:53][CH2:54][CH3:55])=O)=O.CCOCC.[NH2:61]N. (7) Given the product [F:1][C:2]1[CH:3]=[C:4]([CH:29]=[CH:30][C:31]=1[F:32])[CH2:5][N:6]1[C:11](=[O:12])[CH:10]=[CH:9][C:8]([CH2:13][C:14]2[C:22]3[C:17](=[CH:18][CH:19]=[CH:20][CH:21]=3)[N:16]([CH2:23][C:24]([OH:26])=[O:25])[C:15]=2[CH3:28])=[CH:7]1, predict the reactants needed to synthesize it. The reactants are: [F:1][C:2]1[CH:3]=[C:4]([CH:29]=[CH:30][C:31]=1[F:32])[CH2:5][N:6]1[C:11](=[O:12])[CH:10]=[CH:9][C:8]([CH2:13][C:14]2[C:22]3[C:17](=[CH:18][CH:19]=[CH:20][CH:21]=3)[N:16]([CH2:23][C:24]([O:26]C)=[O:25])[C:15]=2[CH3:28])=[CH:7]1.O.[OH-].[Li+]. (8) The reactants are: C1C=CC(P(C2C=CC3C(=CC=CC=3)C=2C2C3C(=CC=CC=3)C=CC=2P(C2C=CC=CC=2)C2C=CC=CC=2)C2C=CC=CC=2)=CC=1.CC(C)([O-])C.[Na+].[CH2:53]([NH2:60])[C:54]1[CH:59]=[CH:58][CH:57]=[CH:56][CH:55]=1.FC(F)(F)S(O[C:67]1[C:76]2[CH2:75][CH2:74][CH2:73][C:72](=[O:77])[C:71]=2[C:70]([F:78])=[CH:69][CH:68]=1)(=O)=O. Given the product [CH2:53]([NH:60][C:67]1[CH:68]=[CH:69][C:70]([F:78])=[C:71]2[C:76]=1[CH2:75][CH2:74][CH2:73][C:72]2=[O:77])[C:54]1[CH:59]=[CH:58][CH:57]=[CH:56][CH:55]=1, predict the reactants needed to synthesize it.